Dataset: Catalyst prediction with 721,799 reactions and 888 catalyst types from USPTO. Task: Predict which catalyst facilitates the given reaction. (1) Reactant: [CH3:1][NH:2][CH2:3][CH2:4][CH:5]([OH:12])[C:6]1[CH:11]=[CH:10][CH:9]=[CH:8][CH:7]=1.[C:13]([OH:23])(=[O:22])[C@H:14]([C:16]1[CH:21]=[CH:20][CH:19]=[CH:18][CH:17]=1)[OH:15]. Product: [C:13]([OH:23])(=[O:22])[C@H:14]([C:16]1[CH:21]=[CH:20][CH:19]=[CH:18][CH:17]=1)[OH:15].[CH3:1][NH:2][CH2:3][CH2:4][C@@H:5]([OH:12])[C:6]1[CH:7]=[CH:8][CH:9]=[CH:10][CH:11]=1. The catalyst class is: 13. (2) Reactant: [O:1]([C:3]1[CH:4]=[C:5]([N:9]2[CH2:14][CH2:13][N:12]([C:15]([O:17][C:18]([CH3:21])([CH3:20])[CH3:19])=[O:16])[CH2:11][CH2:10]2)[CH:6]=[CH:7][CH:8]=1)[CH3:2].[Br:22]Br. The catalyst class is: 2. Product: [O:1]([C:3]1[CH:4]=[C:5]([N:9]2[CH2:10][CH2:11][N:12]([C:15]([O:17][C:18]([CH3:21])([CH3:20])[CH3:19])=[O:16])[CH2:13][CH2:14]2)[CH:6]=[CH:7][C:8]=1[Br:22])[CH3:2]. (3) Reactant: [CH3:13][C:12]([O:11][C:9](O[C:9]([O:11][C:12]([CH3:15])([CH3:14])[CH3:13])=[O:10])=[O:10])([CH3:15])[CH3:14].[NH2:16][C:17]1[CH:18]=[C:19]([CH:22]=[CH:23][C:24]=1[CH3:25])[C:20]#[N:21]. Product: [C:20]([C:19]1[CH:22]=[CH:23][C:24]([CH3:25])=[C:17]([NH:16][C:9](=[O:10])[O:11][C:12]([CH3:13])([CH3:14])[CH3:15])[CH:18]=1)#[N:21]. The catalyst class is: 251. (4) Reactant: [N:1]1([CH2:7][CH2:8][CH2:9][O-:10])[CH2:6][CH2:5][CH2:4][CH2:3][CH2:2]1.[Na+].Cl[C:13]1[S:14][C:15]2[CH:21]=[CH:20][CH:19]=[CH:18][C:16]=2[N:17]=1. Product: [N:1]1([CH2:7][CH2:8][CH2:9][O:10][C:13]2[S:14][C:15]3[CH:21]=[CH:20][CH:19]=[CH:18][C:16]=3[N:17]=2)[CH2:6][CH2:5][CH2:4][CH2:3][CH2:2]1. The catalyst class is: 7.